Dataset: Catalyst prediction with 721,799 reactions and 888 catalyst types from USPTO. Task: Predict which catalyst facilitates the given reaction. (1) Reactant: CC1C=CC(S(O[CH2:12][C@H:13]2[CH2:17][CH2:16][C:15]([CH3:19])([CH3:18])[O:14]2)(=O)=O)=CC=1.[N-:20]=[N+:21]=[N-:22].[Na+]. Product: [N:20]([CH2:12][C@@H:13]1[O:14][C:15]([CH3:19])([CH3:18])[CH2:16][CH2:17]1)=[N+:21]=[N-:22]. The catalyst class is: 384. (2) Product: [F:46][CH:40]([F:47])[O:1][C:2]1[CH:7]=[N:6][C:5]([NH:8][C:9]2[CH:10]=[CH:11][C:12]([C@H:15]3[O:20][CH2:19][CH2:18][N:17]([C:21]([O:23][C:24]([CH3:27])([CH3:26])[CH3:25])=[O:22])[CH2:16]3)=[CH:13][CH:14]=2)=[N:4][CH:3]=1. Reactant: [OH:1][C:2]1[CH:3]=[N:4][C:5]([NH:8][C:9]2[CH:14]=[CH:13][C:12]([C@H:15]3[O:20][CH2:19][CH2:18][N:17]([C:21]([O:23][C:24]([CH3:27])([CH3:26])[CH3:25])=[O:22])[CH2:16]3)=[CH:11][CH:10]=2)=[N:6][CH:7]=1.C([O-])([O-])=O.[K+].[K+].CN(C=O)C.Cl[C:40]([F:47])([F:46])C(OCC)=O. The catalyst class is: 25.